Dataset: Reaction yield outcomes from USPTO patents with 853,638 reactions. Task: Predict the reaction yield, written as a fraction of the theoretical maximum amount of product (1.0 means a 100% yield; for example, 0.34 means a 34% yield). (1) The catalyst is O.CO.CN(C=O)C. The yield is 0.550. The product is [CH3:14][O:15][C:16]1[CH:17]=[CH:18][C:19]([NH:22][C:23]([NH2:5])=[O:24])=[CH:20][CH:21]=1. The reactants are C([N:5](CCCC)CCCC)CCC.[CH3:14][O:15][C:16]1[CH:21]=[CH:20][C:19]([N:22]=[C:23]=[O:24])=[CH:18][CH:17]=1.C(O)(C)C.C([O-])(=O)C.[NH4+]. (2) The reactants are O1CCCC1.B.[N+:7]([C:10]1[CH:11]=[C:12]([C:19](O)=[O:20])[C:13](=[CH:17][CH:18]=1)[C:14](O)=[O:15])([O-:9])=[O:8]. The catalyst is O1CCCC1. The product is [N+:7]([C:10]1[CH:18]=[CH:17][C:13]([CH2:14][OH:15])=[C:12]([CH2:19][OH:20])[CH:11]=1)([O-:9])=[O:8]. The yield is 0.920. (3) The reactants are [F:1][C:2]([F:15])([F:14])[C:3]1([CH2:6][CH:7](C(O)=O)[C:8]([OH:10])=[O:9])[CH2:5][CH2:4]1. The catalyst is N1C=CC=CC=1. The product is [F:1][C:2]([F:14])([F:15])[C:3]1([CH2:6][CH2:7][C:8]([OH:10])=[O:9])[CH2:5][CH2:4]1. The yield is 0.730. (4) The reactants are [NH2:1][C:2]1[CH:7]=[C:6]([O:8][CH2:9][CH2:10][O:11][CH3:12])[C:5]([O:13][CH2:14][CH2:15][O:16][CH3:17])=[CH:4][C:3]=1[C:18](=[O:20])[CH3:19].C[O-].[Na+].[CH:24](OCC)=O. The catalyst is COCCOC. The product is [CH3:17][O:16][CH2:15][CH2:14][O:13][C:5]1[CH:4]=[C:3]2[C:2](=[CH:7][C:6]=1[O:8][CH2:9][CH2:10][O:11][CH3:12])[N:1]=[CH:24][CH:19]=[C:18]2[OH:20]. The yield is 0.810. (5) The reactants are [F:1][C:2]1[CH:3]=[C:4]2[C:8](=[CH:9][CH:10]=1)[NH:7][C:6](=[O:11])/[C:5]/2=[CH:12]\[C:13]1[NH:17][C:16]([CH3:18])=[C:15]([C:19]([NH:21][CH:22]2[CH2:27][CH2:26][CH:25]([C:28]([OH:30])=O)[CH2:24][CH2:23]2)=[O:20])[C:14]=1[CH3:31].CN(C(ON1N=NC2C=CC=NC1=2)=[N+](C)C)C.F[P-](F)(F)(F)(F)F.CCN(C(C)C)C(C)C.[NH:65]1[CH2:70][CH2:69][O:68][CH2:67][CH2:66]1. The catalyst is CN(C=O)C. The product is [N:65]1([C:28]([CH:25]2[CH2:24][CH2:23][CH:22]([NH:21][C:19]([C:15]3[C:14]([CH3:31])=[C:13](/[CH:12]=[C:5]4\[C:6](=[O:11])[NH:7][C:8]5[C:4]\4=[CH:3][C:2]([F:1])=[CH:10][CH:9]=5)[NH:17][C:16]=3[CH3:18])=[O:20])[CH2:27][CH2:26]2)=[O:30])[CH2:70][CH2:69][O:68][CH2:67][CH2:66]1. The yield is 0.329.